Dataset: Forward reaction prediction with 1.9M reactions from USPTO patents (1976-2016). Task: Predict the product of the given reaction. (1) The product is: [CH2:12]1[C:13]2[C:18](=[CH:17][CH:16]=[CH:15][CH:14]=2)[CH2:19][N:11]1[CH2:9][C:8]([C:5]1[CH:6]=[CH:7][C:2]([B:20]([OH:24])[OH:21])=[CH:3][CH:4]=1)=[O:40]. Given the reactants Br[C:2]1[CH:7]=[CH:6][C:5]([CH2:8][C:9]([N:11]2[CH2:19][C:18]3[C:13](=[CH:14][CH:15]=[CH:16][CH:17]=3)[CH2:12]2)=O)=[CH:4][CH:3]=1.[B:20]1(B2OC(C)(C)C(C)(C)O2)[O:24]C(C)(C)C(C)(C)[O:21]1.C([O-])(=[O:40])C.[K+], predict the reaction product. (2) Given the reactants Br[C:2]1[CH:3]=[C:4]([NH:10][C:11]2[CH:15]=[C:14]([CH3:16])[N:13]([CH2:17][CH3:18])[N:12]=2)[C:5](=[O:9])[N:6]([CH3:8])[CH:7]=1.[C:19]([O:22][CH2:23][C:24]1[C:25]([N:33]2[CH2:44][CH2:43][N:42]3[C:35](=[CH:36][C:37]4[CH2:38][C:39]([CH3:46])([CH3:45])[CH2:40][C:41]=43)[C:34]2=[O:47])=[N:26][CH:27]=[CH:28][C:29]=1B(O)O)(=[O:21])[CH3:20].[O-]P([O-])([O-])=O.[K+].[K+].[K+].C([O-])(=O)C.[Na+], predict the reaction product. The product is: [C:19]([O:22][CH2:23][C:24]1[C:25]([N:33]2[CH2:44][CH2:43][N:42]3[C:35](=[CH:36][C:37]4[CH2:38][C:39]([CH3:46])([CH3:45])[CH2:40][C:41]=43)[C:34]2=[O:47])=[N:26][CH:27]=[CH:28][C:29]=1[C:2]1[CH:3]=[C:4]([NH:10][C:11]2[CH:15]=[C:14]([CH3:16])[N:13]([CH2:17][CH3:18])[N:12]=2)[C:5](=[O:9])[N:6]([CH3:8])[CH:7]=1)(=[O:21])[CH3:20]. (3) Given the reactants [CH3:1][N:2]1[C:6]2=[N:7][CH:8]=[C:9]([N+:12]([O-])=O)[C:10]([CH3:11])=[C:5]2[C:4]([C:15]2[CH:16]3[CH2:22][CH2:21][CH:19]([CH:20]=2)[N:18]([C:23]([O:25][C:26]([CH3:29])([CH3:28])[CH3:27])=[O:24])[CH2:17]3)=[CH:3]1.C([O-])=O.[NH4+], predict the reaction product. The product is: [NH2:12][C:9]1[C:10]([CH3:11])=[C:5]2[C:4]([CH:15]3[CH2:20][CH:19]4[CH2:21][CH2:22][CH:16]3[CH2:17][N:18]4[C:23]([O:25][C:26]([CH3:27])([CH3:28])[CH3:29])=[O:24])=[CH:3][N:2]([CH3:1])[C:6]2=[N:7][CH:8]=1. (4) Given the reactants [CH2:1]([C:3]1[CH:8]=[C:7]([C:9]#[N:10])[CH:6]=[CH:5][C:4]=1[N:11]=[C:12]=[S:13])[CH3:2].[Cl-].[Cl:15][C:16]1[CH:21]=[CH:20][C:19]([CH2:22][C@H:23]([NH2+:26][CH2:27][CH:28]([CH3:30])[CH3:29])[CH2:24]Cl)=[CH:18][CH:17]=1, predict the reaction product. The product is: [ClH:15].[CH2:1]([C:3]1[CH:8]=[C:7]([C:9]#[N:10])[CH:6]=[CH:5][C:4]=1[N:11]=[C:12]1[N:26]([CH2:27][CH:28]([CH3:29])[CH3:30])[C@@H:23]([CH2:22][C:19]2[CH:18]=[CH:17][C:16]([Cl:15])=[CH:21][CH:20]=2)[CH2:24][S:13]1)[CH3:2]. (5) Given the reactants [C:1]([C:3]1[CH:4]=[C:5]([NH:9][C:10]([N:12]2[CH2:17][CH2:16][N:15]([C:18]([O:20][C:21]([CH3:24])([CH3:23])[CH3:22])=[O:19])[CH2:14][CH:13]2[CH2:25]O)=[O:11])[CH:6]=[CH:7][CH:8]=1)#[N:2].C1(P(C2C=CC=CC=2)C2C=CC=CC=2)C=CC=CC=1.N(C(OCC)=O)=NC(OCC)=O.C1(C)C=CC=CC=1.O, predict the reaction product. The product is: [C:1]([C:3]1[CH:4]=[C:5]([N:9]2[CH2:25][CH:13]3[CH2:14][N:15]([C:18]([O:20][C:21]([CH3:22])([CH3:23])[CH3:24])=[O:19])[CH2:16][CH2:17][N:12]3[C:10]2=[O:11])[CH:6]=[CH:7][CH:8]=1)#[N:2]. (6) The product is: [CH2:1]([N:8]1[CH2:13][CH2:12][C:11]([F:27])([C:15]2[CH:20]=[CH:19][CH:18]=[CH:17][CH:16]=2)[CH2:10][CH2:9]1)[C:2]1[CH:7]=[CH:6][CH:5]=[CH:4][CH:3]=1. Given the reactants [CH2:1]([N:8]1[CH2:13][CH2:12][C:11]([C:15]2[CH:20]=[CH:19][CH:18]=[CH:17][CH:16]=2)(O)[CH2:10][CH2:9]1)[C:2]1[CH:7]=[CH:6][CH:5]=[CH:4][CH:3]=1.C(N(S(F)(F)[F:27])CC)C, predict the reaction product.